Dataset: Reaction yield outcomes from USPTO patents with 853,638 reactions. Task: Predict the reaction yield, written as a fraction of the theoretical maximum amount of product (1.0 means a 100% yield; for example, 0.34 means a 34% yield). The reactants are [F:1][C:2]1[CH:7]=[CH:6][C:5]([O:8][C:9](=[O:33])[N:10]([C@@H:12]2[C@@H:16]([C:17]3[CH:22]=[CH:21][C:20]([Cl:23])=[C:19]([Cl:24])[CH:18]=3)[CH2:15][N:14]([C:25]([CH:27]3[CH2:32][CH2:31][NH:30][CH2:29][CH2:28]3)=[O:26])[CH2:13]2)[CH3:11])=[CH:4][CH:3]=1.Cl[C:35]1[CH:42]=[CH:41][C:38]([C:39]#[N:40])=[CH:37][N:36]=1.C(N(CC)C(C)C)(C)C. The catalyst is CN1CCCC1=O.C(OCC)(=O)C. The product is [F:1][C:2]1[CH:7]=[CH:6][C:5]([O:8][C:9](=[O:33])[N:10]([C@@H:12]2[C@@H:16]([C:17]3[CH:22]=[CH:21][C:20]([Cl:23])=[C:19]([Cl:24])[CH:18]=3)[CH2:15][N:14]([C:25]([CH:27]3[CH2:32][CH2:31][N:30]([C:35]4[CH:42]=[CH:41][C:38]([C:39]#[N:40])=[CH:37][N:36]=4)[CH2:29][CH2:28]3)=[O:26])[CH2:13]2)[CH3:11])=[CH:4][CH:3]=1. The yield is 0.860.